Dataset: Catalyst prediction with 721,799 reactions and 888 catalyst types from USPTO. Task: Predict which catalyst facilitates the given reaction. (1) Product: [ClH:33].[C:17]1([CH2:16][O:15][C:11]2[CH:10]=[C:9]([C@@H:6]3[NH:5][C@H:4]([C:2]([NH2:1])=[O:3])[CH2:8][CH2:7]3)[CH:14]=[CH:13][CH:12]=2)[CH:18]=[CH:19][CH:20]=[CH:21][CH:22]=1. Reactant: [NH2:1][C:2]([C@@H:4]1[CH2:8][CH2:7][C@H:6]([C:9]2[CH:14]=[CH:13][CH:12]=[C:11]([O:15][CH2:16][C:17]3[CH:22]=[CH:21][CH:20]=[CH:19][CH:18]=3)[CH:10]=2)[N:5]1C(OC(C)(C)C)=O)=[O:3].C([Cl:33])(=O)C. The catalyst class is: 370. (2) Reactant: [CH2:1]([O:8][C:9]([N:11]1[CH:15]([C:16](=[O:35])[NH:17][C:18]2[S:19][CH:20]=[C:21]([C:23]3[CH:28]=[CH:27][C:26]([C:29](=[O:34])[NH:30][CH:31]4[CH2:33][CH2:32]4)=[CH:25][CH:24]=3)[N:22]=2)[CH2:14][S:13][C@@H:12]1[C:36]1[CH:41]=[CH:40][CH:39]=[C:38]([C:42]([O:44]C)=[O:43])[CH:37]=1)=[O:10])[C:2]1[CH:7]=[CH:6][CH:5]=[CH:4][CH:3]=1.[OH-].[Li+]. Product: [CH2:1]([O:8][C:9]([N:11]1[CH:15]([C:16](=[O:35])[NH:17][C:18]2[S:19][CH:20]=[C:21]([C:23]3[CH:24]=[CH:25][C:26]([C:29](=[O:34])[NH:30][CH:31]4[CH2:32][CH2:33]4)=[CH:27][CH:28]=3)[N:22]=2)[CH2:14][S:13][C@@H:12]1[C:36]1[CH:41]=[CH:40][CH:39]=[C:38]([C:42]([OH:44])=[O:43])[CH:37]=1)=[O:10])[C:2]1[CH:3]=[CH:4][CH:5]=[CH:6][CH:7]=1. The catalyst class is: 1. (3) Reactant: [Cl:1][C:2]1[CH:36]=[C:35]([CH3:37])[CH:34]=[CH:33][C:3]=1[CH2:4][C:5]1[CH:13]=[C:12]2[C:8]([C:9]([CH2:23][N:24]([CH3:32])[C:25](=[O:31])[O:26][C:27]([CH3:30])([CH3:29])[CH3:28])=[CH:10][N:11]2S(C2C=NC=CC=2)(=O)=O)=[CH:7][CH:6]=1.[F-].C([N+](CCCC)(CCCC)CCCC)CCC.O1CCCC1.O. Product: [Cl:1][C:2]1[CH:36]=[C:35]([CH3:37])[CH:34]=[CH:33][C:3]=1[CH2:4][C:5]1[CH:13]=[C:12]2[C:8]([C:9]([CH2:23][N:24]([CH3:32])[C:25](=[O:31])[O:26][C:27]([CH3:30])([CH3:29])[CH3:28])=[CH:10][NH:11]2)=[CH:7][CH:6]=1. The catalyst class is: 7. (4) Reactant: [F:1][C:2]([F:42])([F:41])[C:3]1[CH:4]=[C:5]([C@H:13]2[O:17][C:16](=[O:18])[N:15]([CH2:19][C:20]3[C:25]([C:26]4[C:27]([O:33][CH3:34])=[N:28][CH:29]=[C:30](Cl)[CH:31]=4)=[CH:24][N:23]=[C:22]([N:35]4[CH2:38][CH:37]([F:39])[CH2:36]4)[N:21]=3)[C@H:14]2[CH3:40])[CH:6]=[C:7]([C:9]([F:12])([F:11])[F:10])[CH:8]=1.[CH3:43][C:44]1[S:45][C:46](B2OC(C)(C)C(C)(C)O2)=[C:47]([CH3:49])[N:48]=1.C([O-])([O-])=O.[K+].[K+].O1CCOCC1.O. The catalyst class is: 10. Product: [F:1][C:2]([F:42])([F:41])[C:3]1[CH:4]=[C:5]([C@H:13]2[O:17][C:16](=[O:18])[N:15]([CH2:19][C:20]3[C:25]([C:26]4[C:27]([O:33][CH3:34])=[N:28][CH:29]=[C:30]([C:46]5[S:45][C:44]([CH3:43])=[N:48][C:47]=5[CH3:49])[CH:31]=4)=[CH:24][N:23]=[C:22]([N:35]4[CH2:38][CH:37]([F:39])[CH2:36]4)[N:21]=3)[C@H:14]2[CH3:40])[CH:6]=[C:7]([C:9]([F:12])([F:11])[F:10])[CH:8]=1.